From a dataset of Reaction yield outcomes from USPTO patents with 853,638 reactions. Predict the reaction yield, written as a fraction of the theoretical maximum amount of product (1.0 means a 100% yield; for example, 0.34 means a 34% yield). (1) The yield is 0.880. The catalyst is CS(C)=O. The product is [CH3:17][O:18][CH2:19][CH2:20][N:13]1[C:14]2[C:10](=[CH:9][CH:8]=[CH:7][C:6]=2[O:5][C:4]([F:3])([F:15])[F:16])[CH:11]=[CH:12]1. The reactants are [OH-].[K+].[F:3][C:4]([F:16])([F:15])[O:5][C:6]1[CH:7]=[CH:8][CH:9]=[C:10]2[C:14]=1[NH:13][CH:12]=[CH:11]2.[CH3:17][O:18][CH2:19][CH2:20]Br. (2) The reactants are [F:1][C:2]([F:7])([F:6])[C:3]([OH:5])=[O:4].[Cl:8][C:9]1[C:17]2[C:12](=[CH:13][CH:14]=[C:15]([NH:18]C(=O)OC(C)(C)C)[CH:16]=2)[NH:11][C:10]=1[C:26]([NH:28][CH2:29][C:30]1[CH:35]=[CH:34][C:33]([Cl:36])=[C:32]([O:37][C:38]2[CH:43]=[C:42]([C:44]#[N:45])[CH:41]=[C:40]([Cl:46])[CH:39]=2)[C:31]=1[F:47])=[O:27]. The catalyst is ClCCl. The product is [F:1][C:2]([F:7])([F:6])[C:3]([OH:5])=[O:4].[NH2:18][C:15]1[CH:16]=[C:17]2[C:12](=[CH:13][CH:14]=1)[NH:11][C:10]([C:26]([NH:28][CH2:29][C:30]1[CH:35]=[CH:34][C:33]([Cl:36])=[C:32]([O:37][C:38]3[CH:43]=[C:42]([C:44]#[N:45])[CH:41]=[C:40]([Cl:46])[CH:39]=3)[C:31]=1[F:47])=[O:27])=[C:9]2[Cl:8]. The yield is 0.590. (3) The reactants are [H-].[H-].[H-].[H-].[Li+].[Al+3].[CH3:7][C:8]([CH3:19])([CH2:14][C:15]#[C:16][CH2:17][CH3:18])[C:9](OCC)=[O:10].[OH-].[Na+]. The catalyst is CCOCC. The product is [CH3:7][C:8]([CH3:19])([CH2:14][C:15]#[C:16][CH2:17][CH3:18])[CH2:9][OH:10]. The yield is 0.890. (4) The product is [CH2:24]=[C:8]1[CH2:6][CH2:7][CH:14]([C:13]([O:17][C:18]([CH3:21])([CH3:20])[CH3:19])=[O:16])[CH2:15]1. The yield is 0.970. The reactants are C(OC[C:6]([CH2:8][Si](C)(C)C)=[CH2:7])(=O)C.[C:13]([O:17][C:18]([CH3:21])([CH3:20])[CH3:19])(=[O:16])[CH:14]=[CH2:15].P(OC(C)C)(OC(C)C)O[CH:24](C)C. The catalyst is C([O-])(=O)C.[Pd+2].C([O-])(=O)C.O1CCCC1.